Dataset: Drug-target binding data from BindingDB using IC50 measurements. Task: Regression. Given a target protein amino acid sequence and a drug SMILES string, predict the binding affinity score between them. We predict pIC50 (pIC50 = -log10(IC50 in M); higher means more potent). Dataset: bindingdb_ic50. (1) The pIC50 is 7.1. The compound is O=C(O)c1ccc(CN(CCC(F)(F)F)C(=O)c2ccc(Oc3ccccc3F)cc2)cc1. The target protein (Q9H1C0) has sequence MLANSSSTNSSVLPCPDYRPTHRLHLVVYSLVLAAGLPLNALALWVFLRALRVHSVVSVYMCNLAASDLLFTLSLPVRLSYYALHHWPFPDLLCQTTGAIFQMNMYGSCIFLMLINVDRYAAIVHPLRLRHLRRPRVARLLCLGVWALILVFAVPAARVHRPSRCRYRDLEVRLCFESFSDELWKGRLLPLVLLAEALGFLLPLAAVVYSSGRVFWTLARPDATQSQRRRKTVRLLLANLVIFLLCFVPYNSTLAVYGLLRSKLVAASVPARDRVRGVLMVMVLLAGANCVLDPLVYYFSAEGFRNTLRGLGTPHRARTSATNGTRAALAQSERSAVTTDATRPDAASQGLLRPSDSHSLSSFTQCPQDSAL. (2) The drug is COc1cc(OC)c(S(=O)(=O)N2c3ccccc3CC2C)cc1NC(C)=O. The target protein (P43889) has sequence MTKKALSAVILAAGKGTRMYSDLPKVLHTIAGKPMVKHVIDTAHQLGSENIHLIYGHGGDLMRTHLANEQVNWVLQTEQLGTAHAVQQAAPFFKDNENIVVLYGDAPLITKETLEKLIEAKPENGIALLTVNLDNPTGYGRIIRENGNVVAIVEQKDANAEQLNIKEVNTGVMVSDGASFKKWLARVGNNNAQGEYYLTDLIALANQDNCQVVAVQATDVMEVEGANNRLQLAALERYFQNKQASKLLLEGVMIYDPARFDLRGTLEHGKDVEIDVNVIIEGNVKLGDRVKIGTGCVLKNVVIGNDVEIKPYSVLEDSIVGEKAAIGPFSRLRPGAELAAETHVGNFVEIKKSTVGKGSKVNHLTYVGDSEIGSNCNIGAGVITCNYDGANKFKTIIGDDVFVGSDTQLVAPVKVANGATIGAGTTITRDVGENELVITRVAQRHIQGWQRPIKKK. The pIC50 is 5.1. (3) The compound is CCCCC/C=C/CCCCCCCCCC1(C(=O)OC)CO1. The target protein sequence is WLIVVVGVMSTMYAKIDPSLGVIAKINRTLDATGYLSSRTQNVVSGVLFGTGLWVALIVTMRYSLKVLLSYHGWMFAEHSKMSRATKIWMMMVRVFSGRKTMLYSFQTSLPRLPVPAVQDTVSRYLEPVKPLMKEAEFKRMTALAQDFAVSLGPRLQWYLKLKSWWATNYVSDWWEEYIYLRGRGPLMVNSNYYAMDLLYITPTHIQAARAGNGIHAILLYRRKLDREEIKPILLGSTVPLCSAQWERMFNTSRIPGEETDTI. The pIC50 is 6.2. (4) The drug is CN1C(=O)[C@H](NC(=O)Nc2cccc(COC(=O)NCNC(=O)CC(=O)NCCSCc3csc(CC(=N)N)n3)c2)N=C(c2ccccc2)c2ccccc21. The target protein (O08786) has sequence MDVVDSLLMNGSNITPPCELGLENETLFCLDQPQPSKEWQSAVQILLYSFIFLLSVLGNTLVITVLIRNKRMRTVTNIFLLSLAVSDLMLCLFCMPFNLIPNLLKDFIFGSAVCKTTTYFMGTSVSVSTFNLVAISLERYGAICRPLQSRVWQTKSHALKVIAATWCLSFTIMTPYPIYSNLVPFTKNNNQTANMCRFLLPSDAMQQSWQTFLLLILFLIPGVVMVVAYGLISLELYQGIKFDASQKKSAKEKRLSSGGGGGGGSSSSRYEDSDGCYLQKSRPPRKLELQQLSTSSSGGRINRIRSSGSAANLIAKKRVIRMLIVIVVLFFLCWMPIFSANAWRAYDTVSAEKHLSGTPISFILLLSYTSSCVNPIIYCFMNKRFRLGFMATFPCCPNPGPTGVRGEVGEEEDGRTIRASLSRYSYSHMSTSAPPH. The pIC50 is 5.5. (5) The drug is OCC12OC(Nc3ccccc3)=NC1C(O)C(O)C2O. The target protein (Q9MYM4) has sequence MMRWPPCSRPLLGVCTLLSLALLGHILLHDLEVVPRELRGFSQDEIHQACQPGASSPECRGSPRAAPTQCDLPPNSRFDCAPDKGITPQQCEARGCCYMPAEWPPDAQMGQPWCFFPPSYPSYRLENLTTTETGYTATLTRAVPTFFPKDIMTLRLDMLMETESRLHFTIKDPANRRYEVPLETPRVYSQAPFTLYSVEFSEEPFGVVVRRKLDGRVLLNTTVAPLFFADQFLQLSTSLPSQHITGLAEHLGSLMLSTNWTKITLWNRDIAPEPNVNLYGSHPFYLVLEDGGLAHGVFLLNSNAMDVVLQPSPALSWRSTGGILDVYIFLGPEPKSVVQQYLDVVGYPFMPPYWGLGFHLCRWGYSTSAITRQVVENMTRAYFPLDVQWNDLDYMDARRDFTFNKDHFGDFPAMVQELHQGGRRYIMIVDPAISSSGPAGTYRPYDEGLRRGVFITNETGQPLIGQVWPGLTAFPDFTNPETLDWWQDMVTEFHAQVPFD.... The pIC50 is 6.2.